From a dataset of Full USPTO retrosynthesis dataset with 1.9M reactions from patents (1976-2016). Predict the reactants needed to synthesize the given product. (1) The reactants are: C[N:2]([C:4]1[CH:9]=[CH:8][CH:7]=[CH:6][N:5]=1)C.CCN(CC)CC.CC([O:20][C:21]([CH3:23])=[O:22])=O.C([O:28]C)(C)(C)C.C[C:31]([N:33](C)C)=[O:32]. Given the product [C:21]([O:20][CH2:7][CH2:6][N:5]1[C:4]([NH2:2])=[CH:9][C:8](=[O:28])[NH:33][C:31]1=[O:32])(=[O:22])[CH3:23], predict the reactants needed to synthesize it. (2) Given the product [NH2:1][C:2]1[S:3][CH:4]=[C:5]([CH2:7][C:8]#[N:10])[N:6]=1, predict the reactants needed to synthesize it. The reactants are: [NH2:1][C:2]1[S:3][CH:4]=[C:5]([CH2:7][C:8]([NH2:10])=O)[N:6]=1.P(Cl)(Cl)(Cl)=O.